Predict the reaction yield, written as a fraction of the theoretical maximum amount of product (1.0 means a 100% yield; for example, 0.34 means a 34% yield). From a dataset of Reaction yield outcomes from USPTO patents with 853,638 reactions. (1) The reactants are [CH3:1][N:2]([C:20]1[CH:25]=[CH:24][CH:23]=[CH:22][N:21]=1)[CH2:3][CH2:4][O:5][C:6]1[CH:19]=[CH:18][C:9]([CH:10]=[C:11]2[S:15][C:14](=[O:16])[NH:13][C:12]2=[O:17])=[CH:8][CH:7]=1.CC1NC(C)=C(C(OCC)=O)CC=1C(OCC)=O. The catalyst is C1(C)C=CC=CC=1. The product is [CH3:1][N:2]([C:20]1[CH:25]=[CH:24][CH:23]=[CH:22][N:21]=1)[CH2:3][CH2:4][O:5][C:6]1[CH:19]=[CH:18][C:9]([CH2:10][CH:11]2[S:15][C:14](=[O:16])[NH:13][C:12]2=[O:17])=[CH:8][CH:7]=1. The yield is 0.730. (2) The reactants are [CH3:1][O:2][C@@H:3]([C@@H:28]([N:33]([CH3:41])[C:34](=[O:40])[C@H:35]([CH:37]([CH3:39])[CH3:38])[NH2:36])[C@@H:29]([CH3:32])[CH2:30][CH3:31])[CH2:4][C:5]([N:7]1[CH2:11][CH2:10][CH2:9][C@H:8]1[C@H:12]([O:26][CH3:27])[C@@H:13]([CH3:25])[C:14](=[O:24])[NH:15][CH2:16][CH2:17][C:18]1[CH:23]=[CH:22][CH:21]=[CH:20][CH:19]=1)=[O:6].[CH:42]1[C:54]2[CH:53]([CH2:55][O:56][C:57]([NH:59][CH2:60][C:61]([CH3:66])([CH3:65])[C:62](O)=[O:63])=[O:58])[C:52]3[C:47](=[CH:48][CH:49]=[CH:50][CH:51]=3)[C:46]=2[CH:45]=[CH:44][CH:43]=1.C(N(C(C)C)CC)(C)C.CN(C(ON1N=NC2C=CC=NC1=2)=[N+](C)C)C.F[P-](F)(F)(F)(F)F. The catalyst is ClCCl.CN(C)C=O. The product is [CH:51]1[C:52]2[CH:53]([CH2:55][O:56][C:57]([NH:59][CH2:60][C:61]([CH3:66])([CH3:65])[C:62]([NH:36][C@H:35]([C:34]([N:33]([C@@H:28]([C@@H:29]([CH3:32])[CH2:30][CH3:31])[C@H:3]([O:2][CH3:1])[CH2:4][C:5]([N:7]3[CH2:11][CH2:10][CH2:9][C@H:8]3[C@H:12]([O:26][CH3:27])[C@@H:13]([CH3:25])[C:14](=[O:24])[NH:15][CH2:16][CH2:17][C:18]3[CH:19]=[CH:20][CH:21]=[CH:22][CH:23]=3)=[O:6])[CH3:41])=[O:40])[CH:37]([CH3:39])[CH3:38])=[O:63])=[O:58])[C:54]3[C:46](=[CH:45][CH:44]=[CH:43][CH:42]=3)[C:47]=2[CH:48]=[CH:49][CH:50]=1. The yield is 0.650. (3) The reactants are [C:1]([C:5]1[N:10]=C(C#N)[C:8]([O:13][C:14]2[C:19]([CH3:20])=[CH:18][C:17]([CH3:21])=[CH:16][C:15]=2[CH3:22])=[CH:7][CH:6]=1)([CH3:4])([CH3:3])[CH3:2].Cl.[C:24]([OH:27])(=[O:26])[CH3:25]. No catalyst specified. The product is [C:1]([C:5]1[N:10]=[C:25]([C:24]([OH:27])=[O:26])[C:8]([O:13][C:14]2[C:19]([CH3:20])=[CH:18][C:17]([CH3:21])=[CH:16][C:15]=2[CH3:22])=[CH:7][CH:6]=1)([CH3:4])([CH3:3])[CH3:2]. The yield is 0.770.